From a dataset of TCR-epitope binding with 47,182 pairs between 192 epitopes and 23,139 TCRs. Binary Classification. Given a T-cell receptor sequence (or CDR3 region) and an epitope sequence, predict whether binding occurs between them. (1) The epitope is AVFDRKSDAK. The TCR CDR3 sequence is CASSLAGDRGRNSPLHF. Result: 1 (the TCR binds to the epitope). (2) The epitope is TEKSNIIRGW. The TCR CDR3 sequence is CASSLFSGGRPNTYEQYF. Result: 0 (the TCR does not bind to the epitope). (3) The epitope is AVFDRKSDAK. The TCR CDR3 sequence is CASSPGTANSGNTIYF. Result: 0 (the TCR does not bind to the epitope). (4) The epitope is FLPRVFSAV. The TCR CDR3 sequence is CASSPLEESYEQYF. Result: 1 (the TCR binds to the epitope). (5) The epitope is FIAGLIAIV. The TCR CDR3 sequence is CASSQDQLVTEAFF. Result: 0 (the TCR does not bind to the epitope). (6) The epitope is KLGGALQAK. The TCR CDR3 sequence is CASNNRGRSYEQYF. Result: 1 (the TCR binds to the epitope). (7) The epitope is VLAWLYAAV. The TCR CDR3 sequence is CASSLSLAGTYEQYF. Result: 1 (the TCR binds to the epitope). (8) The epitope is EPLPQGQLTAY. The TCR CDR3 sequence is CASSLVGGNVNTGELFF. Result: 0 (the TCR does not bind to the epitope). (9) The epitope is VVYRGTTTY. The TCR CDR3 sequence is CASSLFGSGELFF. Result: 1 (the TCR binds to the epitope).